This data is from HIV replication inhibition screening data with 41,000+ compounds from the AIDS Antiviral Screen. The task is: Binary Classification. Given a drug SMILES string, predict its activity (active/inactive) in a high-throughput screening assay against a specified biological target. (1) The molecule is CCCCOC(=O)C(O)Cc1ccoc1. The result is 0 (inactive). (2) The drug is Cc1cccc(NC(=O)ON=C(Cl)C(C)C)c1. The result is 0 (inactive). (3) The drug is Cl.Nc1cc(CO)cc(Nc2c3ccccc3nc3ccccc23)c1. The result is 0 (inactive). (4) The drug is Cc1ccc(S(=O)(=O)NN=C2C(=O)C3CC2C(Cl)C3Cl)cc1. The result is 0 (inactive).